From a dataset of Full USPTO retrosynthesis dataset with 1.9M reactions from patents (1976-2016). Predict the reactants needed to synthesize the given product. (1) Given the product [Br:1][C:2]1[CH:10]=[C:9]2[C:5]([C:6]([NH:11][CH:15]3[CH2:16][CH2:17][O:12][CH2:13][CH2:14]3)=[N:7][NH:8]2)=[CH:4][CH:3]=1, predict the reactants needed to synthesize it. The reactants are: [Br:1][C:2]1[CH:10]=[C:9]2[C:5]([C:6]([NH2:11])=[N:7][NH:8]2)=[CH:4][CH:3]=1.[O:12]1[CH2:17][CH2:16][C:15](=O)[CH2:14][CH2:13]1.C([BH3-])#N.[Na+]. (2) Given the product [C:7]([O:10][C:11](=[O:12])[NH:4][CH2:3][CH2:2][CH2:1][NH2:5])([CH3:9])([CH3:8])[CH3:6], predict the reactants needed to synthesize it. The reactants are: [CH2:1]([NH2:5])[CH2:2][CH2:3][NH2:4].[CH3:6][C:7]([O:10][C:11](O[C:11]([O:10][C:7]([CH3:9])([CH3:8])[CH3:6])=[O:12])=[O:12])([CH3:9])[CH3:8]. (3) Given the product [Cl:40][C:34]1[C:35]([F:39])=[CH:36][CH:37]=[CH:38][C:33]=1[CH2:32][NH:31][C:29](=[O:30])[N:28]([C@H:10]([CH2:9][OH:8])[CH2:11][CH2:12][C:13]([N:15]1[CH2:20][CH2:19][N:18]([C:21]([O:23][C:24]([CH3:25])([CH3:26])[CH3:27])=[O:22])[CH2:17][CH2:16]1)=[O:14])[CH3:41], predict the reactants needed to synthesize it. The reactants are: [Si]([O:8][CH2:9][C@@H:10]([N:28]([CH3:41])[C:29]([NH:31][CH2:32][C:33]1[CH:38]=[CH:37][CH:36]=[C:35]([F:39])[C:34]=1[Cl:40])=[O:30])[CH2:11][CH2:12][C:13]([N:15]1[CH2:20][CH2:19][N:18]([C:21]([O:23][C:24]([CH3:27])([CH3:26])[CH3:25])=[O:22])[CH2:17][CH2:16]1)=[O:14])(C(C)(C)C)(C)C.CCCC[N+](CCCC)(CCCC)CCCC.[F-]. (4) Given the product [CH2:22]([N:11]([C:5]1[CH:6]=[CH:7][C:8]([O:9][CH3:10])=[C:3]([O:2][CH3:1])[CH:4]=1)[S:12]([C:15]1[CH:16]=[CH:17][C:18]([F:21])=[CH:19][CH:20]=1)(=[O:14])=[O:13])[C:23]1[CH:28]=[CH:27][CH:26]=[CH:25][CH:24]=1, predict the reactants needed to synthesize it. The reactants are: [CH3:1][O:2][C:3]1[CH:4]=[C:5]([NH:11][S:12]([C:15]2[CH:20]=[CH:19][C:18]([F:21])=[CH:17][CH:16]=2)(=[O:14])=[O:13])[CH:6]=[CH:7][C:8]=1[O:9][CH3:10].[CH2:22](Br)[C:23]1[CH:28]=[CH:27][CH:26]=[CH:25][CH:24]=1.C(=O)([O-])[O-].[K+].[K+]. (5) The reactants are: [OH-].[Na+].[F:3][C:4]1[CH:9]=[CH:8][C:7]([SH:10])=[CH:6][CH:5]=1.[CH2:11](Br)[CH3:12]. Given the product [CH2:11]([S:10][C:7]1[CH:8]=[CH:9][C:4]([F:3])=[CH:5][CH:6]=1)[CH3:12], predict the reactants needed to synthesize it. (6) Given the product [Br:1][CH2:2][CH2:3][CH2:4][CH2:5][CH2:6][O:7][CH:26]1[CH2:27][CH2:28][CH2:29][CH2:30][O:25]1, predict the reactants needed to synthesize it. The reactants are: [Br:1][CH2:2][CH2:3][CH2:4][CH2:5][CH2:6][OH:7].C1(C)C=CC(S([O-])(=O)=O)=CC=1.[NH+]1C=CC=CC=1.[O:25]1[CH:30]=[CH:29][CH2:28][CH2:27][CH2:26]1. (7) The reactants are: Cl[CH2:2][CH2:3][CH2:4][N:5]1[C:14]2[C:9](=[N:10][CH:11]=[C:12]([CH2:15][C:16]3[CH:21]=[CH:20][C:19]([F:22])=[CH:18][CH:17]=3)[CH:13]=2)[C:8]([OH:23])=[C:7]([C:24]([O:26][CH2:27][CH3:28])=[O:25])[C:6]1=[O:29].[C:30]1(=[O:36])[NH:34][C:33](=[O:35])[CH2:32][CH2:31]1.C(=O)([O-])[O-].[K+].[K+].[I-]. Given the product [O:35]=[C:33]1[CH2:32][CH2:31][C:30](=[O:36])[N:34]1[CH2:2][CH2:3][CH2:4][N:5]1[C:14]2[C:9](=[N:10][CH:11]=[C:12]([CH2:15][C:16]3[CH:21]=[CH:20][C:19]([F:22])=[CH:18][CH:17]=3)[CH:13]=2)[C:8]([OH:23])=[C:7]([C:24]([O:26][CH2:27][CH3:28])=[O:25])[C:6]1=[O:29], predict the reactants needed to synthesize it.